This data is from Full USPTO retrosynthesis dataset with 1.9M reactions from patents (1976-2016). The task is: Predict the reactants needed to synthesize the given product. (1) The reactants are: [CH3:1][C:2]1([CH3:14])[C:11]2[C:6](=[CH:7][C:8](Br)=[CH:9][CH:10]=2)[C:5](=[O:13])[CH2:4][CH2:3]1.[CH3:15][Si:16]([C:19]#[CH:20])([CH3:18])[CH3:17]. Given the product [CH3:15][Si:16]([C:19]#[C:20][C:8]1[CH:7]=[C:6]2[C:11]([C:2]([CH3:14])([CH3:1])[CH2:3][CH2:4][C:5]2=[O:13])=[CH:10][CH:9]=1)([CH3:18])[CH3:17], predict the reactants needed to synthesize it. (2) Given the product [NH2:6][C:4]([C:3]1[CH:7]=[C:8]([I:11])[CH:9]=[CH:10][C:2]=1[NH:1][C:20](=[O:26])[C:21]([O:23][CH2:24][CH3:25])=[O:22])=[O:5], predict the reactants needed to synthesize it. The reactants are: [NH2:1][C:2]1[CH:10]=[CH:9][C:8]([I:11])=[CH:7][C:3]=1[C:4]([NH2:6])=[O:5].C(N(CC)CC)C.Cl[C:20](=[O:26])[C:21]([O:23][CH2:24][CH3:25])=[O:22].O. (3) Given the product [CH2:1]([C:3]1[N:13]([CH2:14][C:15]2[CH:20]=[CH:19][C:18]([NH:21][CH2:22][CH:23]3[CH2:28][CH2:27][N:26]([CH:36]4[CH2:37][CH2:38][O:33][CH2:34][CH2:35]4)[CH2:25][CH2:24]3)=[CH:17][CH:16]=2)[C:6]2=[N:7][C:8]([CH3:12])=[CH:9][C:10]([CH3:11])=[C:5]2[N:4]=1)[CH3:2], predict the reactants needed to synthesize it. The reactants are: [CH2:1]([C:3]1[N:13]([CH2:14][C:15]2[CH:20]=[CH:19][C:18]([NH:21][CH2:22][CH:23]3[CH2:28][CH2:27][NH:26][CH2:25][CH2:24]3)=[CH:17][CH:16]=2)[C:6]2=[N:7][C:8]([CH3:12])=[CH:9][C:10]([CH3:11])=[C:5]2[N:4]=1)[CH3:2].C(O)(=O)C.[O:33]1[CH2:38][CH2:37][C:36](=O)[CH2:35][CH2:34]1.C(O[BH-](OC(=O)C)OC(=O)C)(=O)C.[Na+].[OH-].[Na+]. (4) Given the product [Br:16][C:4]1[CH:5]=[CH:6][C:1]([S:7][CH3:8])=[CH:2][CH:3]=1, predict the reactants needed to synthesize it. The reactants are: [C:1]1([S:7][CH3:8])[CH:6]=[CH:5][CH:4]=[CH:3][CH:2]=1.[Cl-].[Al+3].[Cl-].[Cl-].ClCCl.[Br:16]Br.